From a dataset of Reaction yield outcomes from USPTO patents with 853,638 reactions. Predict the reaction yield, written as a fraction of the theoretical maximum amount of product (1.0 means a 100% yield; for example, 0.34 means a 34% yield). (1) The reactants are [Br:1][C:2]1[CH:11]=[CH:10][C:5]([C:6]([NH:8][NH2:9])=[O:7])=[CH:4][CH:3]=1.[C:12](Cl)(=[O:19])[C:13]1[CH:18]=[CH:17][CH:16]=[CH:15][CH:14]=1. The catalyst is CN1CCCC1=O. The product is [C:12]([NH:9][NH:8][C:6](=[O:7])[C:5]1[CH:10]=[CH:11][C:2]([Br:1])=[CH:3][CH:4]=1)(=[O:19])[C:13]1[CH:18]=[CH:17][CH:16]=[CH:15][CH:14]=1. The yield is 0.800. (2) The reactants are [OH:1][CH2:2][C:3]([O:5]C)=[O:4].Cl[C:8]1[CH:13]=[CH:12][N:11]=[C:10]([NH:14][C:15]2[CH:16]=[C:17]([C:22]3[S:26][C:25]([C:27]([OH:33])([CH3:32])[C:28]([F:31])([F:30])[F:29])=[N:24][CH:23]=3)[CH:18]=[C:19]([CH3:21])[CH:20]=2)[N:9]=1.C(=O)([O-])[O-].[Cs+].[Cs+].FC(F)(F)C(O)=O. No catalyst specified. The product is [CH3:21][C:19]1[CH:20]=[C:15]([NH:14][C:10]2[N:9]=[C:8]([O:1][CH2:2][C:3]([OH:5])=[O:4])[CH:13]=[CH:12][N:11]=2)[CH:16]=[C:17]([C:22]2[S:26][C:25]([C:27]([OH:33])([CH3:32])[C:28]([F:31])([F:30])[F:29])=[N:24][CH:23]=2)[CH:18]=1. The yield is 0.150. (3) The reactants are [CH3:1][C:2]1[N:3]=[C:4](/[CH:7]=[C:8]2\[C:9](=[O:13])[O:10][CH2:11][CH2:12]\2)[S:5][CH:6]=1. The catalyst is CO.[Pd]. The product is [CH3:1][C:2]1[N:3]=[C:4]([CH2:7][CH:8]2[CH2:12][CH2:11][O:10][C:9]2=[O:13])[S:5][CH:6]=1. The yield is 0.950. (4) The reactants are C(O[BH-](OC(=O)C)OC(=O)C)(=O)C.[Na+].[Cl:15][C:16]1[C:25]2[C:20](=[CH:21][C:22]([CH:26]=O)=[CH:23][CH:24]=2)[N:19]=[C:18]([CH3:28])[CH:17]=1.[NH2:29][C:30]1[CH:37]=[CH:36][C:33]([C:34]#[N:35])=[CH:32][CH:31]=1.C(O)(=O)C. The catalyst is ClCCCl. The product is [Cl:15][C:16]1[C:25]2[C:20](=[CH:21][C:22]([CH2:26][NH:29][C:30]3[CH:37]=[CH:36][C:33]([C:34]#[N:35])=[CH:32][CH:31]=3)=[CH:23][CH:24]=2)[N:19]=[C:18]([CH3:28])[CH:17]=1. The yield is 0.640.